From a dataset of Reaction yield outcomes from USPTO patents with 853,638 reactions. Predict the reaction yield, written as a fraction of the theoretical maximum amount of product (1.0 means a 100% yield; for example, 0.34 means a 34% yield). The reactants are O1CCCCC1[N:7]1[C:15]2[C:10](=[CH:11][C:12]([C:16]3[N:20]=[CH:19][N:18](C(C4C=CC=CC=4)(C4C=CC=CC=4)C4C=CC=CC=4)[N:17]=3)=[CH:13][CH:14]=2)[C:9]([C:40]2[CH:41]=[C:42]([CH:47]=[CH:48][CH:49]=2)[C:43]([O:45]C)=O)=[N:8]1.[OH-].[Li+].O[N:53]1[C:57]2[CH:58]=[CH:59][CH:60]=[CH:61][C:56]=2N=N1.[NH2:62][CH2:63]CN1CCCCC1.Cl.C(N=C=NCCCN(C)C)C.Cl. The catalyst is O1CCCC1.O.O1CCOCC1. The product is [NH:18]1[CH:19]=[N:20][C:16]([C:12]2[CH:11]=[C:10]3[C:15](=[CH:14][CH:13]=2)[NH:7][N:8]=[C:9]3[C:40]2[CH:41]=[C:42]([C:43]([NH:62][CH2:63][CH2:56][CH:61]3[CH2:60][CH2:59][CH2:58][CH2:57][NH:53]3)=[O:45])[CH:47]=[CH:48][CH:49]=2)=[N:17]1. The yield is 0.280.